This data is from Forward reaction prediction with 1.9M reactions from USPTO patents (1976-2016). The task is: Predict the product of the given reaction. (1) The product is: [F:8][C:9]1[C:14]([F:15])=[CH:13][CH:12]=[CH:11][C:10]=1[C@H:16]1[CH2:22][N:21]2[C:23]([CH:26]3[CH2:30][CH2:29][O:28][CH2:27]3)=[CH:24][N:25]=[C:20]2[C@H:19]([NH:31][C:33]([N:60]2[CH2:61][CH2:62][CH:57]([N:49]3[C:50]4[C:51](=[N:52][CH:53]=[CH:54][CH:55]=4)[NH:56][C:48]3=[O:47])[CH2:58][CH2:59]2)=[O:34])[CH2:18][CH2:17]1. Given the reactants C(N(CC)CC)C.[F:8][C:9]1[C:14]([F:15])=[CH:13][CH:12]=[CH:11][C:10]=1[C@H:16]1[CH2:22][N:21]2[C:23]([CH:26]3[CH2:30][CH2:29][O:28][CH2:27]3)=[CH:24][N:25]=[C:20]2[C@H:19]([NH2:31])[CH2:18][CH2:17]1.Cl[C:33](OC1C=CC([N+]([O-])=O)=CC=1)=[O:34].[Cl-].[Cl-].[O:47]=[C:48]1[NH:56][C:51]2=[NH+:52][CH:53]=[CH:54][CH:55]=[C:50]2[N:49]1[CH:57]1[CH2:62][CH2:61][NH2+:60][CH2:59][CH2:58]1, predict the reaction product. (2) The product is: [Cl:34][C:35]1[CH:40]=[CH:39][C:38]([O:41][CH2:52][C:49]2[CH:48]=[CH:47][C:46]([CH2:45][N:42]=[N+:43]=[N-:44])=[CH:51][CH:50]=2)=[CH:37][CH:36]=1. Given the reactants C1(P(C2C=CC=CC=2)C2C=CC=CC=2)C=CC=CC=1.C(OC(N=NC(OC(C)C)=O)=O)(C)C.[Cl:34][C:35]1[CH:40]=[CH:39][C:38]([OH:41])=[CH:37][CH:36]=1.[N:42]([CH2:45][C:46]1[CH:51]=[CH:50][C:49]([CH2:52]O)=[CH:48][CH:47]=1)=[N+:43]=[N-:44], predict the reaction product.